Dataset: Plasma protein binding rate (PPBR) regression data from AstraZeneca. Task: Regression/Classification. Given a drug SMILES string, predict its absorption, distribution, metabolism, or excretion properties. Task type varies by dataset: regression for continuous measurements (e.g., permeability, clearance, half-life) or binary classification for categorical outcomes (e.g., BBB penetration, CYP inhibition). For this dataset (ppbr_az), we predict Y. (1) The molecule is CCNC(=O)Nc1nc2cc(-c3cccnc3)cc(-c3ncccc3F)c2[nH]1. The Y is 98.6 %. (2) The compound is Cc1cnc(Nc2cncc(N[C@@H](C)c3ncc(F)cn3)n2)s1. The Y is 82.7 %. (3) The drug is O=S(=O)(Nc1ccc(C(F)(F)F)cc1)c1ccc2sc(CO)nc2c1. The Y is 99.7 %. (4) The molecule is NC(=O)C(c1ccccc1)(c1ccccc1)[C@@H]1CCN(CCc2ccc3c(c2)CCO3)C1. The Y is 95.1 %. (5) The drug is O=c1[nH]c2c(O)ccc([C@@H](O)CNCCc3cccc(CNCCc4ccccn4)c3)c2s1. The Y is 82.4 %. (6) The drug is COc1cc(OC)c(S(=O)(=O)N2c3ccccc3CC2C)cc1NC(C)=O. The Y is 95.6 %. (7) The compound is COc1ccc2c(c1)N(CCN1CCC(NCc3ccc4c(n3)NC(=O)CO4)CC1)C(=O)OC2. The Y is 74.2 %.